From a dataset of Catalyst prediction with 721,799 reactions and 888 catalyst types from USPTO. Predict which catalyst facilitates the given reaction. (1) Reactant: Br[C:2]1[CH:3]=[C:4]2[C:9](=[N:10][C:11]=1[O:12][CH2:13][CH3:14])[N:8]([C@@H:15]([CH:25]([CH3:27])[CH3:26])[CH2:16][O:17][Si:18]([C:21]([CH3:24])([CH3:23])[CH3:22])([CH3:20])[CH3:19])[CH:7]=[C:6]([C:28]([O:30][CH2:31][CH3:32])=[O:29])[C:5]2=[O:33].[F:34][C:35]1[CH:40]=[CH:39][C:38]([CH2:41][NH2:42])=[CH:37][CH:36]=1.C1C=CC(P(C2C(C3C(P(C4C=CC=CC=4)C4C=CC=CC=4)=CC=C4C=3C=CC=C4)=C3C(C=CC=C3)=CC=2)C2C=CC=CC=2)=CC=1.C([O-])([O-])=O.[Cs+].[Cs+]. Product: [Si:18]([O:17][CH2:16][C@@H:15]([N:8]1[C:9]2[C:4](=[CH:3][C:2]([NH:42][CH2:41][C:38]3[CH:39]=[CH:40][C:35]([F:34])=[CH:36][CH:37]=3)=[C:11]([O:12][CH2:13][CH3:14])[N:10]=2)[C:5](=[O:33])[C:6]([C:28]([O:30][CH2:31][CH3:32])=[O:29])=[CH:7]1)[CH:25]([CH3:27])[CH3:26])([C:21]([CH3:24])([CH3:23])[CH3:22])([CH3:20])[CH3:19]. The catalyst class is: 231. (2) Reactant: [NH4+].[OH-].[NH2:3][C:4]1[C:21]([N+:22]([O-:24])=[O:23])=[CH:20][C:7]([C:8]([NH:10][C:11]2[CH:12]=[CH:13][C:14]3[S:18][CH:17]=[N:16][C:15]=3[CH:19]=2)=[O:9])=[C:6](Cl)[CH:5]=1.[CH3:26][N:27]1[CH2:32][CH2:31][NH:30][CH2:29][CH2:28]1. Product: [NH2:3][C:4]1[C:21]([N+:22]([O-:24])=[O:23])=[CH:20][C:7]([C:8]([NH:10][C:11]2[CH:12]=[CH:13][C:14]3[S:18][CH:17]=[N:16][C:15]=3[CH:19]=2)=[O:9])=[C:6]([N:30]2[CH2:31][CH2:32][N:27]([CH3:26])[CH2:28][CH2:29]2)[CH:5]=1. The catalyst class is: 12. (3) Reactant: [Cl:1][C:2]1[CH:7]=[CH:6][C:5]([NH:8][CH2:9][C:10]([O:12]CC)=[O:11])=[C:4]([N:15]2[C:23]3[C:18](=[CH:19][C:20]([O:24][CH3:25])=[CH:21][CH:22]=3)[CH:17]=[CH:16]2)[CH:3]=1. Product: [Cl:1][C:2]1[CH:7]=[CH:6][C:5]([NH:8][CH2:9][C:10]([OH:12])=[O:11])=[C:4]([N:15]2[C:23]3[C:18](=[CH:19][C:20]([O:24][CH3:25])=[CH:21][CH:22]=3)[CH:17]=[CH:16]2)[CH:3]=1. The catalyst class is: 464. (4) Reactant: [C:1]([O:5][C:6]([N:8]1[CH2:11][CH:10](OS(C)(=O)=O)[CH2:9]1)=[O:7])([CH3:4])([CH3:3])[CH3:2].[N-:17]=[N+:18]=[N-:19].[Na+].O. Product: [C:1]([O:5][C:6]([N:8]1[CH2:11][CH:10]([N:17]=[N+:18]=[N-:19])[CH2:9]1)=[O:7])([CH3:4])([CH3:3])[CH3:2]. The catalyst class is: 9. (5) The catalyst class is: 68. Product: [CH3:1][C:2]([CH3:26])([CH3:27])[C:3]#[C:4][C:5]1[S:9][C:8]([C:10]([O:12][CH3:28])=[O:11])=[C:7]([N:13]([CH:23]([CH3:24])[CH3:25])[C:14]([C@H:16]2[CH2:21][CH2:20][C:19]([CH3:22])=[CH:18][CH2:17]2)=[O:15])[CH:6]=1. Reactant: [CH3:1][C:2]([CH3:27])([CH3:26])[C:3]#[C:4][C:5]1[S:9][C:8]([C:10]([OH:12])=[O:11])=[C:7]([N:13]([CH:23]([CH3:25])[CH3:24])[C:14]([C@H:16]2[CH2:21][CH2:20][C:19]([CH3:22])=[CH:18][CH2:17]2)=[O:15])[CH:6]=1.[CH3:28]C(C)(C)C#CC1SC(C(OC)=O)=C(NC(C)C)C=1.[O-]P([O-])([O-])=O.[K+].[K+].[K+].CCOC(C)=O.